Predict which catalyst facilitates the given reaction. From a dataset of Catalyst prediction with 721,799 reactions and 888 catalyst types from USPTO. (1) Reactant: [CH2:1]([NH:3][C:4]([NH:6][CH2:7][CH2:8][CH2:9][N:10]1[CH2:14][CH2:13][CH2:12][CH2:11]1)=O)[CH3:2].C(N(CC)CC)C.C1(C)C=CC(S(Cl)(=O)=O)=CC=1. Product: [N:10]1([CH2:9][CH2:8][CH2:7][N:6]=[C:4]=[N:3][CH2:1][CH3:2])[CH2:14][CH2:13][CH2:12][CH2:11]1. The catalyst class is: 4. (2) Reactant: CN(C(ON1N=NC2C=CC=NC1=2)=[N+](C)C)C.F[P-](F)(F)(F)(F)F.[C:25]([O:29][C:30]([NH:32][CH2:33][C:34]1([C:49]([OH:51])=O)[CH2:39][CH2:38][N:37]([C:40]2[C:41]3[CH:48]=[CH:47][NH:46][C:42]=3[N:43]=[CH:44][N:45]=2)[CH2:36][CH2:35]1)=[O:31])([CH3:28])([CH3:27])[CH3:26].CCN(C(C)C)C(C)C.[NH2:61][C:62]1[S:66][N:65]=[C:64]([CH3:67])[N:63]=1. Product: [CH3:67][C:64]1[N:63]=[C:62]([NH:61][C:49]([C:34]2([CH2:33][NH:32][C:30](=[O:31])[O:29][C:25]([CH3:28])([CH3:27])[CH3:26])[CH2:39][CH2:38][N:37]([C:40]3[C:41]4[CH:48]=[CH:47][NH:46][C:42]=4[N:43]=[CH:44][N:45]=3)[CH2:36][CH2:35]2)=[O:51])[S:66][N:65]=1. The catalyst class is: 44. (3) Reactant: [S:1]1[C:5]2=[N:6][CH:7]=[CH:8][CH:9]=[C:4]2[CH:3]=[CH:2]1.[CH2:10]1COC[CH2:11]1.[Li]C(C)(C)C.BrCC. Product: [CH2:10]([C:2]1[S:1][C:5]2=[N:6][CH:7]=[CH:8][CH:9]=[C:4]2[CH:3]=1)[CH3:11]. The catalyst class is: 25. (4) Reactant: [F:1][C:2]([F:7])([F:6])[C:3]([OH:5])=[O:4].[Br:8][C:9]1[C:10](=[O:35])[N:11]([CH2:26][C:27]2[CH:32]=[CH:31][N:30]=[C:29](C#N)[N:28]=2)[C:12]([CH3:25])=[CH:13][C:14]=1[O:15][CH2:16][C:17]1[CH:22]=[CH:21][C:20]([F:23])=[CH:19][C:18]=1[F:24]. Product: [F:1][C:2]([F:7])([F:6])[C:3]([OH:5])=[O:4].[Br:8][C:9]1[C:10](=[O:35])[N:11]([CH2:26][C:27]2[CH:32]=[CH:31][N:30]=[C:29]([OH:4])[N:28]=2)[C:12]([CH3:25])=[CH:13][C:14]=1[O:15][CH2:16][C:17]1[CH:22]=[CH:21][C:20]([F:23])=[CH:19][C:18]=1[F:24]. The catalyst class is: 107. (5) The catalyst class is: 34. Reactant: C(Cl)(=O)C(Cl)=O.CS(C)=O.[CH3:11][N:12]1[CH2:30][C:24]2[CH:25]=[CH:26][C:27]([O:28][CH3:29])=[C:22]3[C:23]=2[C@:15]2([C@@H:20]([O:21]3)[CH2:19][C@@H:18]([OH:31])[CH:17]=[CH:16]2)[CH2:14][CH2:13]1.[CH3:11][N:12]1[CH2:30][C:24]2=[C:23]3[C:22](=[C:27]([O:28][CH3:29])[CH:26]=[CH:25]2)[O:21][CH:20]2[C:15]3([CH:16]=[CH:17][CH:18]([OH:31])[CH2:19]2)[CH2:14][CH2:13]1.C(N(CC)CC)C. Product: [CH3:11][N:12]1[CH2:30][C:24]2[CH:25]=[CH:26][C:27]([O:28][CH3:29])=[C:22]3[C:23]=2[C@:15]2([C@@H:20]([O:21]3)[CH2:19][C:18](=[O:31])[CH:17]=[CH:16]2)[CH2:14][CH2:13]1.